From a dataset of Experimentally validated miRNA-target interactions with 360,000+ pairs, plus equal number of negative samples. Binary Classification. Given a miRNA mature sequence and a target amino acid sequence, predict their likelihood of interaction. (1) The miRNA is hsa-miR-517b-3p with sequence AUCGUGCAUCCCUUUAGAGUGU. The protein sequence of the target gene is MFANLKYVSLGILVFQTTSLVLTMRYSRTLKEEGPRYLSSTAVVVAELLKIMACILLVYKDSKCSLRALNRVLHDEILNKPMETLKLAIPSGIYTLQNNLLYVALSNLDAATYQVTYQLKILTTALFSVSMLSKKLGVYQWLSLVILMTGVAFVQWPSDSQLDSKELSAGSQFVGLMAVLTACFSSGFAGVYFEKILKETKQSVWIRNIQLGFFGSIFGLMGVYIYDGELVSKNGFFQGYNRLTWIVVVLQALGGLVIAAVIKYADNILKGFATSLSIILSTLISYFWLQDFVPTSVFFL.... Result: 0 (no interaction). (2) The miRNA is hsa-miR-181a-2-3p with sequence ACCACUGACCGUUGACUGUACC. The protein sequence of the target gene is MSDESAREVDKQLRLRVCVLSELQKTERDYVGTLEFLVSAFLHRMNQCAAAKVDKNVTEETVKMLFSNIEEILIVHKEFLKVVEECLYPEPSAQQEVGACFLHFKDKFRIYDEYCSNHEKAQKLLLELNKIRTIRTFLLNCMLLGGRKNTDVPLEGYLVTPIQRICKYPLLLKELLKRTPRRHSDYTAVMEALQAMKAVCSNINEAKRQMEKLEVLEEWQAHIEGWEGSNITDTCTEMLMCGVLMKISSGNIQERVFFLFDNLLVYCKRKHRRLKNSKASTDGYRYVFRGRINTEVMEVE.... Result: 0 (no interaction). (3) The miRNA is hsa-miR-6875-3p with sequence AUUCUUCCUGCCCUGGCUCCAU. The protein sequence of the target gene is MSLTSAYQHKLAEKLTILNDRGQGVLIRMYNIKKTCSDPKSKPPFLLEKSMEPSLKYINKKFPNIDVRNSTQHLGPVHREKAEIIRFLTNYYQSFVDVMEFRDHVYELLNTIDACQCHFDINLNFDFTRSYLDLIVTYTSVILLLSRIEDRRILIGMYNCAHEMLHGHGDPSFARLGQMVLEYDHPLKKLTEEFGPHTKAVSGALLSLHFLFVRRNQGAEQWRSAQLLSLISNPPAMINPANSDTMACEYLSVEVMERWIIIGFLLCHGCLNSNSQCQKLWKLCLQGSLYITLIREDVLQ.... Result: 1 (interaction).